This data is from Forward reaction prediction with 1.9M reactions from USPTO patents (1976-2016). The task is: Predict the product of the given reaction. (1) Given the reactants ClC1C=CC=C(C(OO)=[O:9])C=1.[CH2:12]([O:19][C:20]([N:22]1[CH2:28][CH:27]=[CH:26][CH2:25][CH2:24][CH:23]1[CH3:29])=[O:21])[C:13]1[CH:18]=[CH:17][CH:16]=[CH:15][CH:14]=1, predict the reaction product. The product is: [CH2:12]([O:19][C:20]([N:22]1[CH:23]([CH3:29])[CH2:24][CH2:25][CH:26]2[CH:27]([O:9]2)[CH2:28]1)=[O:21])[C:13]1[CH:14]=[CH:15][CH:16]=[CH:17][CH:18]=1. (2) Given the reactants Br[C:2]1[CH:7]=[CH:6][C:5]([Cl:8])=[CH:4][N:3]=1.C([Mg]Cl)(C)C.[Li+].[Cl-].CN([CH:19]=[O:20])C, predict the reaction product. The product is: [Cl:8][C:5]1[CH:6]=[CH:7][C:2]([CH:19]=[O:20])=[N:3][CH:4]=1.